From a dataset of Catalyst prediction with 721,799 reactions and 888 catalyst types from USPTO. Predict which catalyst facilitates the given reaction. Reactant: S1[CH:5]=[CH:4][C:3]([C:6]2[S:10][C:9]([NH:11][C:12]3[CH:17]=[CH:16][C:15]([OH:18])=[CH:14][CH:13]=3)=[N:8][CH:7]=2)=[CH:2]1.[Br:19][C:20]1C=C(CC=O)C=C[CH:25]=1. Product: [Br:19][C:20]1[CH:2]=[C:3]([C:6]2[S:10][C:9]([NH:11][C:12]3[CH:17]=[CH:16][C:15]([OH:18])=[CH:14][CH:13]=3)=[N:8][CH:7]=2)[CH:4]=[CH:5][CH:25]=1. The catalyst class is: 61.